Dataset: Reaction yield outcomes from USPTO patents with 853,638 reactions. Task: Predict the reaction yield, written as a fraction of the theoretical maximum amount of product (1.0 means a 100% yield; for example, 0.34 means a 34% yield). The product is [CH3:1][O:2][C:3]1[CH:19]=[CH:18][C:6]2[C:7]([C:20]3[CH:25]=[CH:24][CH:23]=[CH:22][CH:21]=3)=[CH:8][C:9]3([O:16][C:5]=2[CH:4]=1)[CH2:14][CH2:13][N:12]([CH3:15])[CH2:11][CH2:10]3. The yield is 0.510. The catalyst is O1CCCC1.C(OCC)C.O.C(O)C. The reactants are [CH3:1][O:2][C:3]1[CH:19]=[CH:18][C:6]2[C:7](=O)[CH2:8][C:9]3([O:16][C:5]=2[CH:4]=1)[CH2:14][CH2:13][N:12]([CH3:15])[CH2:11][CH2:10]3.[C:20]1([Mg]Br)[CH:25]=[CH:24][CH:23]=[CH:22][CH:21]=1.[NH4+].[Cl-].Cl.C(=O)(O)[O-].[K+].